This data is from Reaction yield outcomes from USPTO patents with 853,638 reactions. The task is: Predict the reaction yield, written as a fraction of the theoretical maximum amount of product (1.0 means a 100% yield; for example, 0.34 means a 34% yield). (1) The reactants are [C:1]([O:5][C:6](=[O:20])[N:7]([CH3:19])[C:8]1[S:12][C:11]([C:13]2[CH:14]=[N:15][CH:16]=[CH:17][CH:18]=2)=[N:10][CH:9]=1)([CH3:4])([CH3:3])[CH3:2].[Cl:21]N1C(=O)CCC1=O. The catalyst is C(#N)C. The product is [C:1]([O:5][C:6](=[O:20])[N:7]([C:8]1[S:12][C:11]([C:13]2[CH:14]=[N:15][CH:16]=[CH:17][CH:18]=2)=[N:10][C:9]=1[Cl:21])[CH3:19])([CH3:4])([CH3:3])[CH3:2]. The yield is 0.620. (2) The reactants are [H-].[Na+].N1C=[CH:6][N:5]=[N:4]1.Cl[CH2:9][C@:10]([C:22]1[CH:27]=[CH:26][C:25]([F:28])=[CH:24][C:23]=1[F:29])([OH:21])[C@@H:11]([O:13][Si:14]([C:17]([CH3:20])([CH3:19])[CH3:18])([CH3:16])[CH3:15])[CH3:12].O.[CH3:31][N:32](C=O)C. The catalyst is C(OCC)(=O)C. The product is [Si:14]([O:13][C@@H:11]([CH3:12])[C@:10]([C:22]1[CH:27]=[CH:26][C:25]([F:28])=[CH:24][C:23]=1[F:29])([OH:21])[CH2:9][N:5]1[CH:6]=[N:32][CH:31]=[N:4]1)([C:17]([CH3:20])([CH3:19])[CH3:18])([CH3:16])[CH3:15]. The yield is 0.250. (3) The reactants are [C:1]([O:5][C:6]([NH:8][C@:9]([CH3:32])([CH2:12][CH2:13][C:14]1[N:15]([CH3:31])[C:16]([C:19](=[O:30])[CH2:20][CH2:21][CH2:22][CH2:23][C:24]2[CH:29]=[CH:28][CH:27]=[CH:26][CH:25]=2)=[CH:17][CH:18]=1)[CH2:10][OH:11])=[O:7])([CH3:4])([CH3:3])[CH3:2].[Cr](O[Cr]([O-])(=O)=O)([O-])(=O)=O.[NH+]1C=CC=CC=1.[NH+]1C=CC=CC=1.CCOCC. The catalyst is ClCCl. The product is [C:1]([O:5][C:6]([NH:8][C@:9]([CH3:32])([CH2:12][CH2:13][C:14]1[N:15]([CH3:31])[C:16]([C:19](=[O:30])[CH2:20][CH2:21][CH2:22][CH2:23][C:24]2[CH:25]=[CH:26][CH:27]=[CH:28][CH:29]=2)=[CH:17][CH:18]=1)[CH:10]=[O:11])=[O:7])([CH3:4])([CH3:3])[CH3:2]. The yield is 0.630. (4) The product is [C:1]([NH:4][CH2:5][C:6]([NH:52][C:50]1[N:51]=[C:47]2[CH:46]=[CH:45][CH:44]=[C:43]([C:39]3[CH:40]=[CH:41][CH:42]=[C:37]([S:34]([CH3:33])(=[O:36])=[O:35])[CH:38]=3)[N:48]2[N:49]=1)=[O:8])(=[O:3])[CH3:2]. The catalyst is N1C=CC=CC=1.CO.C(Cl)(Cl)Cl. The reactants are [C:1]([NH:4][CH2:5][C:6]([OH:8])=O)(=[O:3])[CH3:2].C1(P(C2C=CC=CC=2)C2C=CC=CC=2)C=CC=CC=1.C(Br)(Br)(Br)Br.[CH3:33][S:34]([C:37]1[CH:38]=[C:39]([C:43]2[N:48]3[N:49]=[C:50]([NH2:52])[N:51]=[C:47]3[CH:46]=[CH:45][CH:44]=2)[CH:40]=[CH:41][CH:42]=1)(=[O:36])=[O:35].C(=O)(O)[O-].[Na+]. The yield is 0.780. (5) The reactants are [Cl:1][C:2]1[CH:7]=[C:6]([C:8](OC)=[O:9])[CH:5]=[C:4]([Cl:12])[C:3]=1[C:13]([O:15][CH3:16])=[O:14].[BH4-].[Na+].CO. The catalyst is O1CCCC1. The product is [Cl:1][C:2]1[CH:7]=[C:6]([CH2:8][OH:9])[CH:5]=[C:4]([Cl:12])[C:3]=1[C:13]([O:15][CH3:16])=[O:14]. The yield is 0.800.